Dataset: Full USPTO retrosynthesis dataset with 1.9M reactions from patents (1976-2016). Task: Predict the reactants needed to synthesize the given product. Given the product [Cl:1][C:2]1[CH:3]=[CH:4][C:5]([O:23][CH3:24])=[C:6]([C@@:8]2([F:22])[C:16]3[C:11](=[CH:12][C:13]([C:17]([F:20])([F:19])[F:18])=[CH:14][CH:15]=3)[N:10]([CH2:25][OH:26])[C:9]2=[O:21])[CH:7]=1, predict the reactants needed to synthesize it. The reactants are: [Cl:1][C:2]1[CH:3]=[CH:4][C:5]([O:23][CH3:24])=[C:6]([C@@:8]2([F:22])[C:16]3[C:11](=[CH:12][C:13]([C:17]([F:20])([F:19])[F:18])=[CH:14][CH:15]=3)[NH:10][C:9]2=[O:21])[CH:7]=1.[C:25]([O-])([O-])=[O:26].[K+].[K+].C=O.O.